This data is from Forward reaction prediction with 1.9M reactions from USPTO patents (1976-2016). The task is: Predict the product of the given reaction. (1) Given the reactants [CH2:1]([NH:8][S:9]([C:12]1[CH:17]=[CH:16][C:15]([O:18][CH3:19])=[CH:14][CH:13]=1)(=[O:11])=[O:10])[C:2]1[CH:7]=[CH:6][CH:5]=[CH:4][CH:3]=1.[H-].[Na+].Cl[C:23]1[C:32]2[C:27](=[CH:28][C:29]([C:33]([F:36])([F:35])[F:34])=[CH:30][CH:31]=2)[N:26]=[CH:25][C:24]=1[C:37]([O:39][CH2:40][CH3:41])=[O:38].Cl, predict the reaction product. The product is: [CH2:40]([O:39][C:37]([C:24]1[CH:25]=[N:26][C:27]2[C:32]([C:23]=1[N:8]([CH2:1][C:2]1[CH:3]=[CH:4][CH:5]=[CH:6][CH:7]=1)[S:9]([C:12]1[CH:13]=[CH:14][C:15]([O:18][CH3:19])=[CH:16][CH:17]=1)(=[O:11])=[O:10])=[CH:31][CH:30]=[C:29]([C:33]([F:36])([F:35])[F:34])[CH:28]=2)=[O:38])[CH3:41]. (2) Given the reactants Br[C:2]1[CH:3]=[C:4]([NH2:8])[CH:5]=[N:6][CH:7]=1.CC1(C)C(C)(C)OB([C:17]2[CH2:22][CH2:21][N:20]([C:23]([O:25][C:26]([CH3:29])([CH3:28])[CH3:27])=[O:24])[CH2:19][CH:18]=2)O1.C([O-])([O-])=O.[Cs+].[Cs+], predict the reaction product. The product is: [C:26]([O:25][C:23]([N:20]1[CH2:19][CH:18]=[C:17]([C:2]2[CH:7]=[N:6][CH:5]=[C:4]([NH2:8])[CH:3]=2)[CH2:22][CH2:21]1)=[O:24])([CH3:29])([CH3:27])[CH3:28]. (3) Given the reactants [CH3:1][O:2][C:3](=[O:10])[C:4]([CH2:6][N:7]([CH3:9])[CH3:8])=[CH2:5].CO[CH2:13][N:14]([CH2:20][C:21]1[CH:26]=[CH:25][CH:24]=[CH:23][CH:22]=1)[CH2:15][Si](C)(C)C.FC(F)(F)C(O)=O.C([O-])(O)=O.[Na+], predict the reaction product. The product is: [CH3:1][O:2][C:3]([C:4]1([CH2:6][N:7]([CH3:9])[CH3:8])[CH2:5][CH2:13][N:14]([CH2:20][C:21]2[CH:22]=[CH:23][CH:24]=[CH:25][CH:26]=2)[CH2:15]1)=[O:10]. (4) The product is: [CH3:17][C:16]1[CH:15]=[C:14]([CH3:18])[NH:13][C:12](=[O:19])[C:11]=1[CH2:10][NH:9][C:7]([C:6]1[CH:20]=[C:2]([C:36]2[CH:37]=[CH:38][C:33]([CH2:32][OH:31])=[CH:34][CH:35]=2)[CH:3]=[C:4]([N:22]([CH2:29][CH3:30])[CH:23]2[CH2:28][CH2:27][O:26][CH2:25][CH2:24]2)[C:5]=1[CH3:21])=[O:8]. Given the reactants Br[C:2]1[CH:3]=[C:4]([N:22]([CH2:29][CH3:30])[CH:23]2[CH2:28][CH2:27][O:26][CH2:25][CH2:24]2)[C:5]([CH3:21])=[C:6]([CH:20]=1)[C:7]([NH:9][CH2:10][C:11]1[C:12](=[O:19])[NH:13][C:14]([CH3:18])=[CH:15][C:16]=1[CH3:17])=[O:8].[OH:31][CH2:32][C:33]1[CH:38]=[CH:37][C:36](B(O)O)=[CH:35][CH:34]=1.C([O-])([O-])=O.[Na+].[Na+], predict the reaction product. (5) Given the reactants [NH2:1][C:2]1[CH:7]=[C:6]([O:8][CH3:9])[CH:5]=[CH:4][C:3]=1[SH:10].Cl.[N:12]([O-])=O.[Na+].C(=O)([O-])[O-].[K+].[K+], predict the reaction product. The product is: [CH3:9][O:8][C:6]1[CH:5]=[CH:4][C:3]2[S:10][N:12]=[N:1][C:2]=2[CH:7]=1. (6) The product is: [CH3:1][C:2]1([CH3:10])[C:3]([CH3:9])([CH3:8])[CH:4]1[C:5]([NH:11][CH2:12][CH2:13][S:14]([OH:17])(=[O:16])=[O:15])=[O:6]. Given the reactants [CH3:1][C:2]1([CH3:10])[CH:4]([C:5](Cl)=[O:6])[C:3]1([CH3:9])[CH3:8].[NH2:11][CH2:12][CH2:13][S:14]([OH:17])(=[O:16])=[O:15], predict the reaction product. (7) Given the reactants CCOC(/N=N/C(OCC)=O)=O.[C:13]([O:17][C:18]([N:20]1[CH2:25][CH2:24][N:23]([C:26]2[C:27]([O:32][CH2:33][CH2:34][OH:35])=[N:28][CH:29]=[CH:30][N:31]=2)[CH2:22][CH2:21]1)=[O:19])([CH3:16])([CH3:15])[CH3:14].O[C:37]1[C:45]2[C:41](=[N:42][S:43][N:44]=2)[CH:40]=[CH:39][CH:38]=1.C1C=CC(P(C2C=CC=CC=2)C2C=CC=CC=2)=CC=1, predict the reaction product. The product is: [N:42]1[S:43][N:44]=[C:45]2[C:37]([O:35][CH2:34][CH2:33][O:32][C:27]3[C:26]([N:23]4[CH2:24][CH2:25][N:20]([C:18]([O:17][C:13]([CH3:16])([CH3:15])[CH3:14])=[O:19])[CH2:21][CH2:22]4)=[N:31][CH:30]=[CH:29][N:28]=3)=[CH:38][CH:39]=[CH:40][C:41]=12.